From a dataset of Forward reaction prediction with 1.9M reactions from USPTO patents (1976-2016). Predict the product of the given reaction. (1) Given the reactants [C:1]([NH2:9])(=[S:8])[C:2]1[CH:7]=[CH:6][CH:5]=[CH:4][CH:3]=1.[Cl:10][CH:11](Cl)[C:12](=O)[CH3:13], predict the reaction product. The product is: [Cl:10][CH2:11][C:12]1[N:9]=[C:1]([C:2]2[CH:7]=[CH:6][CH:5]=[CH:4][CH:3]=2)[S:8][CH:13]=1. (2) Given the reactants Br[C:2]1[CH:7]=[C:6]([CH3:8])[C:5]([CH:9]2[C:13](=[O:14])[CH:12]([CH2:15][CH:16]3[CH2:21][CH2:20][O:19][CH2:18][CH2:17]3)[CH2:11][C:10]2=[O:22])=[C:4]([CH3:23])[CH:3]=1.P([O-])([O-])([O-])=O.[K+].[K+].[K+].[CH:32]1(B(O)O)[CH2:34][CH2:33]1.C1(C)C=CC=CC=1, predict the reaction product. The product is: [CH:32]1([C:2]2[CH:7]=[C:6]([CH3:8])[C:5]([CH:9]3[C:13](=[O:14])[CH:12]([CH2:15][CH:16]4[CH2:21][CH2:20][O:19][CH2:18][CH2:17]4)[CH2:11][C:10]3=[O:22])=[C:4]([CH3:23])[CH:3]=2)[CH2:34][CH2:33]1. (3) Given the reactants [Cl:1][C:2]1[N:11]=[CH:10][C:9]2[C:4](=[CH:5][CH:6]=[C:7]([OH:12])[CH:8]=2)[N:3]=1.[Br:13]N1C(=O)CCC1=O, predict the reaction product. The product is: [Cl:1][C:2]1[N:11]=[CH:10][C:9]2[C:4](=[CH:5][CH:6]=[C:7]([OH:12])[C:8]=2[Br:13])[N:3]=1. (4) Given the reactants [C:1]1([C:26]2[CH:31]=[CH:30][CH:29]=[CH:28][CH:27]=2)[CH:6]=[CH:5][C:4]([O:7][CH2:8][CH2:9][CH2:10][C:11]#[C:12][C:13]2[CH:18]=[CH:17][C:16]([CH2:19][C@H:20]([O:24][CH3:25])[C:21]([OH:23])=[O:22])=[CH:15][CH:14]=2)=[CH:3][CH:2]=1.[H][H], predict the reaction product. The product is: [C:1]1([C:26]2[CH:27]=[CH:28][CH:29]=[CH:30][CH:31]=2)[CH:2]=[CH:3][C:4]([O:7][CH2:8][CH2:9][CH2:10][CH2:11][CH2:12][C:13]2[CH:18]=[CH:17][C:16]([CH2:19][C@H:20]([O:24][CH3:25])[C:21]([OH:23])=[O:22])=[CH:15][CH:14]=2)=[CH:5][CH:6]=1. (5) Given the reactants C([O:4][CH2:5][C:6]1([CH2:12][O:13][C:14]2[CH:19]=[CH:18][CH:17]=[C:16]([NH2:20])[C:15]=2[C:21]#[N:22])[CH2:11][CH2:10][CH2:9][CH2:8][CH2:7]1)(=O)C.O=[C:24]([CH3:31])[CH2:25][C:26]([O:28][CH2:29][CH3:30])=[O:27], predict the reaction product. The product is: [NH2:22][C:21]1[C:15]2[C:16](=[CH:17][CH:18]=[CH:19][C:14]=2[O:13][CH2:12][C:6]2([CH2:5][OH:4])[CH2:7][CH2:8][CH2:9][CH2:10][CH2:11]2)[N:20]=[C:24]([CH3:31])[C:25]=1[C:26]([O:28][CH2:29][CH3:30])=[O:27].